Dataset: NCI-60 drug combinations with 297,098 pairs across 59 cell lines. Task: Regression. Given two drug SMILES strings and cell line genomic features, predict the synergy score measuring deviation from expected non-interaction effect. (1) Drug 1: CN(C)N=NC1=C(NC=N1)C(=O)N. Drug 2: COCCOC1=C(C=C2C(=C1)C(=NC=N2)NC3=CC=CC(=C3)C#C)OCCOC.Cl. Cell line: OVCAR-8. Synergy scores: CSS=3.52, Synergy_ZIP=-0.767, Synergy_Bliss=1.18, Synergy_Loewe=-1.39, Synergy_HSA=-0.939. (2) Drug 1: CC(C1=C(C=CC(=C1Cl)F)Cl)OC2=C(N=CC(=C2)C3=CN(N=C3)C4CCNCC4)N. Drug 2: C1CC(=O)NC(=O)C1N2C(=O)C3=CC=CC=C3C2=O. Cell line: HCT-15. Synergy scores: CSS=1.46, Synergy_ZIP=0.812, Synergy_Bliss=2.33, Synergy_Loewe=-0.806, Synergy_HSA=1.20. (3) Drug 2: C1=NNC2=C1C(=O)NC=N2. Cell line: SR. Synergy scores: CSS=5.84, Synergy_ZIP=2.23, Synergy_Bliss=-1.26, Synergy_Loewe=1.48, Synergy_HSA=1.24. Drug 1: CNC(=O)C1=NC=CC(=C1)OC2=CC=C(C=C2)NC(=O)NC3=CC(=C(C=C3)Cl)C(F)(F)F. (4) Drug 1: CC1=C2C(C(=O)C3(C(CC4C(C3C(C(C2(C)C)(CC1OC(=O)C(C(C5=CC=CC=C5)NC(=O)OC(C)(C)C)O)O)OC(=O)C6=CC=CC=C6)(CO4)OC(=O)C)OC)C)OC. Drug 2: CC(C1=C(C=CC(=C1Cl)F)Cl)OC2=C(N=CC(=C2)C3=CN(N=C3)C4CCNCC4)N. Cell line: SK-MEL-28. Synergy scores: CSS=27.1, Synergy_ZIP=0.436, Synergy_Bliss=-0.343, Synergy_Loewe=-18.3, Synergy_HSA=-2.84.